From a dataset of Forward reaction prediction with 1.9M reactions from USPTO patents (1976-2016). Predict the product of the given reaction. (1) The product is: [C:24]([OH:29])(=[O:28])[C:25]([OH:27])=[O:26].[NH2:1][CH:2]([OH:23])[C@H:3]([CH3:22])[CH2:4][CH2:5][C:6]1[S:7][C:8]([C:11]#[C:12][CH2:13][CH2:14][CH2:15][C:16]2[CH:17]=[CH:18][CH:19]=[CH:20][CH:21]=2)=[CH:9][CH:10]=1. Given the reactants [NH2:1][CH:2]([OH:23])[C@H:3]([CH3:22])[CH2:4][CH2:5][C:6]1[S:7][C:8]([C:11]#[C:12][CH2:13][CH2:14][CH2:15][C:16]2[CH:21]=[CH:20][CH:19]=[CH:18][CH:17]=2)=[CH:9][CH:10]=1.[C:24]([OH:29])(=[O:28])[C:25]([OH:27])=[O:26], predict the reaction product. (2) Given the reactants [Br:1][C:2]1[CH:7]=[CH:6][C:5]([C:8]2[C:12]3[CH:13]=[CH:14][C:15]([OH:17])=[CH:16][C:11]=3[S:10][N:9]=2)=[CH:4][CH:3]=1.[Br:18][CH2:19][CH2:20][CH2:21]Br, predict the reaction product. The product is: [Br:1][C:2]1[CH:3]=[CH:4][C:5]([C:8]2[C:12]3[CH:13]=[CH:14][C:15]([O:17][CH2:21][CH2:20][CH2:19][Br:18])=[CH:16][C:11]=3[S:10][N:9]=2)=[CH:6][CH:7]=1. (3) The product is: [F:2][C:3]1[CH:8]=[CH:7][C:6]([C:9]2[CH:10]=[C:11]([C:30]([OH:32])=[O:31])[C:12]3[C:17]([C:18]4[CH:23]=[CH:22][CH:21]=[CH:20][CH:19]=4)=[N:16][NH:15][C:13]=3[N:14]=2)=[CH:5][C:4]=1[C:33]([O:35][CH3:36])=[O:34]. Given the reactants Cl.[F:2][C:3]1[CH:8]=[CH:7][C:6]([C:9]2[CH:10]=[C:11]([C:30]([OH:32])=[O:31])[C:12]3[C:17]([C:18]4[CH:23]=[CH:22][CH:21]=[CH:20][CH:19]=4)=[N:16][N:15](C4CCCCO4)[C:13]=3[N:14]=2)=[CH:5][C:4]=1[C:33]([O:35][CH3:36])=[O:34].O, predict the reaction product.